Dataset: Peptide-MHC class II binding affinity with 134,281 pairs from IEDB. Task: Regression. Given a peptide amino acid sequence and an MHC pseudo amino acid sequence, predict their binding affinity value. This is MHC class II binding data. The peptide sequence is QPQYSQKEQPI. The MHC is HLA-DQA10201-DQB10201 with pseudo-sequence HLA-DQA10201-DQB10202. The binding affinity (normalized) is 0.111.